Dataset: Reaction yield outcomes from USPTO patents with 853,638 reactions. Task: Predict the reaction yield, written as a fraction of the theoretical maximum amount of product (1.0 means a 100% yield; for example, 0.34 means a 34% yield). (1) The reactants are [NH2:1][C:2]1[CH:3]=[C:4]([C:8]([O:10][CH3:11])=[O:9])[N:5]([CH3:7])[CH:6]=1.[C:12]([O:16][C:17]([NH:19][C:20]1[CH:21]=[C:22]([C:26](O)=[O:27])[N:23]([CH3:25])[CH:24]=1)=[O:18])([CH3:15])([CH3:14])[CH3:13].CCN=C=NCCCN(C)C.Cl. The catalyst is CN(C=O)C.C(Cl)Cl.CN(C1C=CN=CC=1)C. The product is [C:12]([O:16][C:17]([NH:19][C:20]1[CH:21]=[C:22]([C:26]([NH:1][C:2]2[CH:3]=[C:4]([C:8]([O:10][CH3:11])=[O:9])[N:5]([CH3:7])[CH:6]=2)=[O:27])[N:23]([CH3:25])[CH:24]=1)=[O:18])([CH3:15])([CH3:13])[CH3:14]. The yield is 0.640. (2) The reactants are C[O:2][C:3](=[O:37])[C@H:4]([CH2:17][C:18]1[CH:23]=[CH:22][C:21]([N:24]2[C:32](=[O:33])[C:31]3[C:26](=[CH:27][CH:28]=[C:29]([C:34]#[N:35])[CH:30]=3)[C:25]2=[O:36])=[CH:20][CH:19]=1)[NH:5][C:6]([C:8]1([CH2:13][CH2:14][O:15][CH3:16])[CH2:12][CH2:11][CH2:10][CH2:9]1)=[O:7].[I-].[Li+].N1C=CC=CC=1. The catalyst is O. The product is [C:34]([C:29]1[CH:30]=[C:31]2[C:26](=[CH:27][CH:28]=1)[C:25](=[O:36])[N:24]([C:21]1[CH:20]=[CH:19][C:18]([CH2:17][C@@H:4]([C:3]([OH:37])=[O:2])[NH:5][C:6]([C:8]3([CH2:13][CH2:14][O:15][CH3:16])[CH2:12][CH2:11][CH2:10][CH2:9]3)=[O:7])=[CH:23][CH:22]=1)[C:32]2=[O:33])#[N:35]. The yield is 0.340. (3) The reactants are [CH3:1][C:2]1[NH:3][C:4]2[C:9]([C:10]=1[S:11][C:12]1[CH:17]=[CH:16][CH:15]=[CH:14][CH:13]=1)=[CH:8][C:7]([C:18]([F:21])([F:20])[F:19])=[CH:6][CH:5]=2.[Cl:22][C:23]1[CH:28]=[CH:27][C:26]([CH2:29]Cl)=[CH:25][CH:24]=1.[I-].[K+]. No catalyst specified. The product is [Cl:22][C:23]1[CH:28]=[CH:27][C:26]([CH2:29][N:3]2[C:4]3[C:9](=[CH:8][C:7]([C:18]([F:19])([F:21])[F:20])=[CH:6][CH:5]=3)[C:10]([S:11][C:12]3[CH:17]=[CH:16][CH:15]=[CH:14][CH:13]=3)=[C:2]2[CH3:1])=[CH:25][CH:24]=1. The yield is 0.220. (4) The reactants are [OH-].[K+].[N:3]1([CH:9]2[CH2:14][CH2:13][N:12]([CH2:15][C:16]3[C:17]([C:37]4[CH:42]=[CH:41][CH:40]=[C:39]([C:43]([F:46])([F:45])[F:44])[CH:38]=4)=[N:18][C:19]4[C:24]([C:25]=3[C:26]([O:28]C)=[O:27])=[CH:23][C:22]([S:30]([CH2:33][CH3:34])(=[O:32])=[O:31])=[C:21]([O:35][CH3:36])[CH:20]=4)[CH2:11][CH2:10]2)[CH2:8][CH2:7][CH2:6][CH2:5][CH2:4]1.[K]. The catalyst is CO.O. The product is [N:3]1([CH:9]2[CH2:10][CH2:11][N:12]([CH2:15][C:16]3[C:17]([C:37]4[CH:42]=[CH:41][CH:40]=[C:39]([C:43]([F:44])([F:46])[F:45])[CH:38]=4)=[N:18][C:19]4[C:24]([C:25]=3[C:26]([OH:28])=[O:27])=[CH:23][C:22]([S:30]([CH2:33][CH3:34])(=[O:32])=[O:31])=[C:21]([O:35][CH3:36])[CH:20]=4)[CH2:13][CH2:14]2)[CH2:8][CH2:7][CH2:6][CH2:5][CH2:4]1. The yield is 0.920. (5) The reactants are [CH2:1]([O:8][CH2:9][CH2:10][O:11][C:12]1[CH:17]=[CH:16][C:15]([NH:18][C:19](=[O:29])[CH2:20][C:21]2[CH:26]=[CH:25][C:24](Br)=[CH:23][C:22]=2[F:28])=[CH:14][C:13]=1[C:30]([F:33])([F:32])[F:31])[C:2]1[CH:7]=[CH:6][CH:5]=[CH:4][CH:3]=1.[CH2:34]([O:36][C:37]1[C:38]([O:52][CH2:53][C:54]2[CH:59]=[CH:58][C:57]([O:60][CH3:61])=[CH:56][CH:55]=2)=[N:39][CH:40]=[C:41](B2OC(C)(C)C(C)(C)O2)[CH:42]=1)[CH3:35].C([O-])([O-])=O.[Cs+].[Cs+]. The catalyst is O1CCOCC1.O.C1C=CC(P(C2C=CC=CC=2)[C-]2C=CC=C2)=CC=1.C1C=CC(P(C2C=CC=CC=2)[C-]2C=CC=C2)=CC=1.Cl[Pd]Cl.[Fe+2]. The product is [CH2:1]([O:8][CH2:9][CH2:10][O:11][C:12]1[CH:17]=[CH:16][C:15]([NH:18][C:19](=[O:29])[CH2:20][C:21]2[CH:26]=[CH:25][C:24]([C:41]3[CH:40]=[N:39][C:38]([O:52][CH2:53][C:54]4[CH:55]=[CH:56][C:57]([O:60][CH3:61])=[CH:58][CH:59]=4)=[C:37]([O:36][CH2:34][CH3:35])[CH:42]=3)=[CH:23][C:22]=2[F:28])=[CH:14][C:13]=1[C:30]([F:33])([F:32])[F:31])[C:2]1[CH:7]=[CH:6][CH:5]=[CH:4][CH:3]=1. The yield is 0.215. (6) The catalyst is C1COCC1.O. The yield is 0.742. The reactants are [Cl:1][C:2]1[C:7]([F:8])=[CH:6][CH:5]=[C:4]([Cl:9])[C:3]=1[CH:10]([O:12][C:13]1[C:14]([NH2:32])=[N:15][CH:16]=[C:17]([C:19]2[CH:20]=[N:21][N:22]([CH2:24][CH:25]3[CH2:29][O:28]C(C)(C)[O:26]3)[CH:23]=2)[CH:18]=1)[CH3:11].C(O)(C(F)(F)F)=O. The product is [NH2:32][C:14]1[N:15]=[CH:16][C:17]([C:19]2[CH:20]=[N:21][N:22]([CH2:24][CH:25]([OH:26])[CH2:29][OH:28])[CH:23]=2)=[CH:18][C:13]=1[O:12][CH:10]([C:3]1[C:4]([Cl:9])=[CH:5][CH:6]=[C:7]([F:8])[C:2]=1[Cl:1])[CH3:11].